Dataset: Reaction yield outcomes from USPTO patents with 853,638 reactions. Task: Predict the reaction yield, written as a fraction of the theoretical maximum amount of product (1.0 means a 100% yield; for example, 0.34 means a 34% yield). (1) The reactants are [Li]CCCC.Br[C:7]1[CH:8]=[C:9]2[C:14](=[CH:15][CH:16]=1)[O:13][C:12]([CH3:18])([CH3:17])[CH:11]=[CH:10]2.[CH3:19][O:20][C:21]1[CH:22]=[C:23]([CH:26]=[CH:27][C:28]=1[O:29][CH3:30])[CH:24]=[O:25].[Cl-].[NH4+]. The catalyst is C1COCC1. The product is [CH3:19][O:20][C:21]1[CH:22]=[C:23]([CH:24]([C:7]2[CH:8]=[C:9]3[C:14](=[CH:15][CH:16]=2)[O:13][C:12]([CH3:18])([CH3:17])[CH:11]=[CH:10]3)[OH:25])[CH:26]=[CH:27][C:28]=1[O:29][CH3:30]. The yield is 0.660. (2) The reactants are Cl.[Cl:2][C:3]1[C:7]([NH:8][CH2:9][CH3:10])=[CH:6][N:5]([C:11]2[CH:12]=[N:13][CH:14]=[CH:15][CH:16]=2)[N:4]=1.[CH:17]1([C:20]([OH:22])=O)[CH2:19][CH2:18]1.Cl.CN(C)CCCN=C=NCC. The catalyst is ClC(Cl)C. The product is [Cl:2][C:3]1[C:7]([N:8]([CH2:9][CH3:10])[C:20]([CH:17]2[CH2:19][CH2:18]2)=[O:22])=[CH:6][N:5]([C:11]2[CH:12]=[N:13][CH:14]=[CH:15][CH:16]=2)[N:4]=1. The yield is 0.250. (3) The reactants are C[C@@:2]1([C:18]([O-:20])=[O:19])[CH2:6][C@:5](C)([C:7]([O-:9])=[O:8])[CH2:4][N:3]1[C:11]([O:13][C:14]([CH3:17])([CH3:16])[CH3:15])=[O:12].[OH-].[Na+].Cl.[CH2:24]1COCC1. No catalyst specified. The product is [C:14]([O:13][C:11]([N:3]1[C@H:2]([C:18]([O:20][CH3:24])=[O:19])[CH2:6][C@H:5]([C:7]([OH:9])=[O:8])[CH2:4]1)=[O:12])([CH3:15])([CH3:16])[CH3:17]. The yield is 0.700. (4) The reactants are COC1C=CC(C([NH:20][C:21]2[N:29]=[CH:28][N:27]=[C:26]3[C:22]=2[N:23]=[CH:24][N:25]3[C@H:30]2[O:35][C@@H:34]([CH2:36][O:37]C(C3C=CC=CC=3)(C3C=CC=CC=3)C3C=CC(OC)=CC=3)[C@H:32]([OH:33])[CH2:31]2)(C2C=CC=CC=2)C2C=CC=CC=2)=CC=1. The catalyst is C(O)(=O)C. The product is [CH2:31]1[C@@H:30]([N:25]2[C:26]3[N:27]=[CH:28][N:29]=[C:21]([NH2:20])[C:22]=3[N:23]=[CH:24]2)[O:35][C@@H:34]([CH2:36][OH:37])[C@@H:32]1[OH:33]. The yield is 0.830. (5) The reactants are C([C@H]1C[C@H](O)CCO1)(C1C=CC=CC=1)C1C=CC=CC=1.[CH:21]([C@H:34]1[CH2:39][C@H:38]([O:40][S:41]([CH3:44])(=[O:43])=[O:42])[CH2:37][CH2:36][O:35]1)([C:28]1[CH:33]=[CH:32][CH:31]=[CH:30][CH:29]=1)[C:22]1[CH:27]=[CH:26][CH:25]=[CH:24][CH:23]=1. No catalyst specified. The product is [CH:21]([C@H:34]1[CH2:39][C@@H:38]([O:40][S:41]([CH3:44])(=[O:43])=[O:42])[CH2:37][CH2:36][O:35]1)([C:28]1[CH:29]=[CH:30][CH:31]=[CH:32][CH:33]=1)[C:22]1[CH:23]=[CH:24][CH:25]=[CH:26][CH:27]=1. The yield is 0.980. (6) The product is [Br:12][C:2]1[CH:11]=[CH:10][CH:9]=[C:8]2[C:3]=1[CH:4]=[CH:5][N:6]=[CH:7]2. The catalyst is O.[Cu]. The reactants are N[C:2]1[CH:11]=[CH:10][CH:9]=[C:8]2[C:3]=1[CH:4]=[CH:5][N:6]=[CH:7]2.[BrH:12].N([O-])=O.[Na+].[OH-].[K+]. The yield is 0.530. (7) The reactants are COC1C2C(=CC=CC=2)C(NS(C2SC=CC=2)(=O)=O)=CC=1SCC(OC)=O.[CH2:28]([O:35][C:36]1[C:45]2[C:40](=[CH:41][CH:42]=[CH:43][CH:44]=2)[C:39]([NH2:46])=[CH:38][CH:37]=1)[C:29]1[CH:34]=[CH:33][CH:32]=[CH:31][CH:30]=1.[C:47]1([S:53](Cl)(=[O:55])=[O:54])[CH:52]=[CH:51][CH:50]=[CH:49][CH:48]=1. No catalyst specified. The product is [CH2:28]([O:35][C:36]1[C:45]2[C:40](=[CH:41][CH:42]=[CH:43][CH:44]=2)[C:39]([NH:46][S:53]([C:47]2[CH:52]=[CH:51][CH:50]=[CH:49][CH:48]=2)(=[O:55])=[O:54])=[CH:38][CH:37]=1)[C:29]1[CH:30]=[CH:31][CH:32]=[CH:33][CH:34]=1. The yield is 0.550. (8) The reactants are CC(C)=O.[CH3:5][O:6][C:7]1[CH:8]=[CH:9][CH:10]=[CH:11][C:12]=1[O:13][CH2:14][CH2:15][NH:16][CH2:17][CH:18]([OH:34])[CH2:19][O:20][C:21]1[CH:22]=[CH:23][CH:24]=[C:25]2[NH:33][C:32]3[CH:31]=[CH:30][CH:29]=[CH:28][C:27]=3[C:26]=12.O.[C:36]([OH:46])(=[O:45])[CH:37]([C:39]1[CH:44]=[CH:43][CH:42]=[CH:41][CH:40]=1)[OH:38]. The catalyst is CO. The product is [CH3:5][O:6][C:7]1[CH:8]=[CH:9][CH:10]=[CH:11][C:12]=1[O:13][CH2:14][CH2:15][NH:16][CH2:17][CH:18]([OH:34])[CH2:19][O:20][C:21]1[CH:22]=[CH:23][CH:24]=[C:25]2[NH:33][C:32]3[CH:31]=[CH:30][CH:29]=[CH:28][C:27]=3[C:26]=12.[C:36]([O-:46])(=[O:45])[CH:37]([C:39]1[CH:44]=[CH:43][CH:42]=[CH:41][CH:40]=1)[OH:38]. The yield is 0.545. (9) The reactants are CC([O-])(C)C.[K+].[Br-].BrCCCC[P+]([C:26]1[CH:31]=[CH:30][CH:29]=CC=1)([C:30]1[CH:29]=CC=[CH:26][CH:31]=1)[C:30]1[CH:29]=CC=[CH:26][CH:31]=1.[CH3:32][O:33][C:34](=[O:41])[CH2:35][CH2:36][CH2:37][CH2:38][CH:39]=O.O. The catalyst is COC(C)(C)C. The product is [CH3:32][O:33][C:34](=[O:41])[CH2:35][CH2:36][CH2:37][CH2:38][CH:39]=[C:29]1[CH2:30][CH2:31][CH2:26]1. The yield is 0.320.